Dataset: Orexin1 receptor HTS with 218,158 compounds and 233 confirmed actives. Task: Binary Classification. Given a drug SMILES string, predict its activity (active/inactive) in a high-throughput screening assay against a specified biological target. (1) The drug is S(CC(=O)N(c1cc(ccc1)C)CC)c1ncccc1C(OCC)=O. The result is 0 (inactive). (2) The compound is Fc1c(Cc2c(nc(nc2N)C)N)cccc1. The result is 0 (inactive).